From a dataset of Forward reaction prediction with 1.9M reactions from USPTO patents (1976-2016). Predict the product of the given reaction. The product is: [CH3:1][O:2][CH:3]([O:14][CH3:15])[C:4]1[CH:9]=[CH:8][N:7]=[C:6]([O:21][CH:19]([CH3:20])[CH3:18])[N:5]=1. Given the reactants [CH3:1][O:2][CH:3]([O:14][CH3:15])[C:4]1[CH:9]=[CH:8][N:7]=[C:6](S(C)(=O)=O)[N:5]=1.[H-].[Na+].[CH3:18][CH:19]([OH:21])[CH3:20], predict the reaction product.